This data is from Full USPTO retrosynthesis dataset with 1.9M reactions from patents (1976-2016). The task is: Predict the reactants needed to synthesize the given product. (1) Given the product [NH2:22][C:19]1[CH:18]=[CH:17][C:16]([O:15][CH2:14][CH2:13][CH2:12][NH:11][C:9](=[O:10])[CH2:8][O:7][CH2:6][C:5]2[CH:25]=[CH:26][C:2]([F:1])=[CH:3][CH:4]=2)=[CH:21][CH:20]=1, predict the reactants needed to synthesize it. The reactants are: [F:1][C:2]1[CH:26]=[CH:25][C:5]([CH2:6][O:7][CH2:8][C:9]([NH:11][CH2:12][CH2:13][CH2:14][O:15][C:16]2[CH:21]=[CH:20][C:19]([N+:22]([O-])=O)=[CH:18][CH:17]=2)=[O:10])=[CH:4][CH:3]=1.NC1C=CC(CCCNC(=O)COCC2C=CC(F)=CC=2)=CC=1. (2) Given the product [ClH:2].[F:17][C:18]1[CH:19]=[C:20]([CH:21]=[C:22]([F:26])[C:23]=1[O:24][CH3:25])[O:27][CH:8]1[CH2:13][CH2:12][NH:11][CH2:10][CH2:9]1, predict the reactants needed to synthesize it. The reactants are: Cl.[Cl:2]C1C=CC(O[CH:8]2[CH2:13][CH2:12][NH:11][CH2:10][CH2:9]2)=CC=1F.[F:17][C:18]1[CH:19]=[C:20]([OH:27])[CH:21]=[C:22]([F:26])[C:23]=1[O:24][CH3:25]. (3) Given the product [Cl:36][CH2:37][CH2:38][CH2:39][C:40]([NH:1][CH2:2][CH:3]1[N:12]2[C:7](=[CH:8][C:9](=[O:18])[C:10]([C:13]([O:15][CH2:16][CH3:17])=[O:14])=[CH:11]2)[C:6]2[CH:19]=[C:20]([O:26][CH2:27][CH3:28])[C:21]([O:23][CH2:24][CH3:25])=[CH:22][C:5]=2[CH2:4]1)=[O:41], predict the reactants needed to synthesize it. The reactants are: [NH2:1][CH2:2][CH:3]1[N:12]2[C:7](=[CH:8][C:9](=[O:18])[C:10]([C:13]([O:15][CH2:16][CH3:17])=[O:14])=[CH:11]2)[C:6]2[CH:19]=[C:20]([O:26][CH2:27][CH3:28])[C:21]([O:23][CH2:24][CH3:25])=[CH:22][C:5]=2[CH2:4]1.C(N(CC)CC)C.[Cl:36][CH2:37][CH2:38][CH2:39][C:40](Cl)=[O:41]. (4) Given the product [Cl:1][C:2]1[CH:9]=[CH:8][C:5]([C:6]#[N:7])=[C:4]([C:10]2[C:15]([O:16][CH2:17][C:18]([F:19])([F:20])[F:21])=[CH:14][N:13]([CH:41]([CH3:45])[C:42]([OH:44])=[O:43])[C:12](=[O:22])[CH:11]=2)[CH:3]=1, predict the reactants needed to synthesize it. The reactants are: [Cl:1][C:2]1[CH:9]=[CH:8][C:5]([C:6]#[N:7])=[C:4]([C:10]2[C:15]([O:16][CH2:17][C:18]([F:21])([F:20])[F:19])=[CH:14][NH:13][C:12](=[O:22])[CH:11]=2)[CH:3]=1.CC(C)([O-])C.CC(C)([O-])C.[Mg+2].CC(C)([O-])C.[K+].Br[CH:41]([CH3:45])[C:42]([OH:44])=[O:43]. (5) Given the product [C:18](#[N:19])[C:12]1[C:13](=[CH:16][CH:17]=[CH:10][CH:11]=1)[C:14]#[N:15], predict the reactants needed to synthesize it. The reactants are: C([O-])([O-])=O.[K+].[K+].[N+]([C:10]1[CH:11]=[C:12]([C:18]#[N:19])[C:13](=[CH:16][CH:17]=1)[C:14]#[N:15])([O-])=O.Cl.